Dataset: Full USPTO retrosynthesis dataset with 1.9M reactions from patents (1976-2016). Task: Predict the reactants needed to synthesize the given product. (1) Given the product [NH2:33][C:29]1[C:28]([C:34]2[CH:39]=[CH:38][C:37]([C:43]([OH:44])([CH3:47])[CH3:42])=[CH:36][CH:35]=2)=[C:27]([N:24]2[CH2:23][CH2:22][CH:21]([C:6]3[N:5]([CH2:4][CH2:3][N:2]([CH3:41])[CH3:1])[CH:9]=[C:8]([C:10]4[CH:15]=[CH:14][C:13]([F:16])=[C:12]([C:17]([F:19])([F:18])[F:20])[CH:11]=4)[N:7]=3)[CH2:26][CH2:25]2)[N:32]=[CH:31][N:30]=1, predict the reactants needed to synthesize it. The reactants are: [CH3:1][N:2]([CH3:41])[CH2:3][CH2:4][N:5]1[CH:9]=[C:8]([C:10]2[CH:15]=[CH:14][C:13]([F:16])=[C:12]([C:17]([F:20])([F:19])[F:18])[CH:11]=2)[N:7]=[C:6]1[CH:21]1[CH2:26][CH2:25][N:24]([C:27]2[N:32]=[CH:31][N:30]=[C:29]([NH2:33])[C:28]=2[C:34]2[CH:39]=[CH:38][C:37](F)=[CH:36][CH:35]=2)[CH2:23][CH2:22]1.[CH3:42][C:43]1(C)[C:47](C)(C)OB(C2C=C[C:42]([C:43]([OH:44])(C)[CH3:47])=CC=2)[O:44]1. (2) Given the product [CH3:18][N:19]1[C:23]([NH:24][C:25](=[O:33])[C:26]2[CH:31]=[CH:30][CH:29]=[CH:28][C:27]=2[S:32][C:8]2[CH:16]=[C:15]3[C:11]([CH2:12][C:13](=[O:17])[NH:14]3)=[CH:10][CH:9]=2)=[CH:22][C:21]([CH3:34])=[N:20]1, predict the reactants needed to synthesize it. The reactants are: C(=O)([O-])[O-].[K+].[K+].I[C:8]1[CH:16]=[C:15]2[C:11]([CH2:12][C:13](=[O:17])[NH:14]2)=[CH:10][CH:9]=1.[CH3:18][N:19]1[C:23]([NH:24][C:25](=[O:33])[C:26]2[CH:31]=[CH:30][CH:29]=[CH:28][C:27]=2[SH:32])=[CH:22][C:21]([CH3:34])=[N:20]1. (3) Given the product [CH:11]1([C@@H:17]([NH:19][C:20]([C:22]2[C:31]3[C:26](=[CH:27][CH:28]=[CH:29][CH:30]=3)[N:25]=[C:24]([C:32]3[CH:33]=[CH:34][CH:35]=[CH:36][CH:37]=3)[C:23]=2[CH2:38][N:3]2[CH2:8][C:7](=[O:9])[NH:6][CH2:5][C:4]2=[O:10])=[O:21])[CH3:18])[CH2:16][CH2:15][CH2:14][CH2:13][CH2:12]1, predict the reactants needed to synthesize it. The reactants are: [H-].[Na+].[NH:3]1[CH2:8][C:7](=[O:9])[NH:6][CH2:5][C:4]1=[O:10].[CH:11]1([C@@H:17]([NH:19][C:20]([C:22]2[C:31]3[C:26](=[CH:27][CH:28]=[CH:29][CH:30]=3)[N:25]=[C:24]([C:32]3[CH:37]=[CH:36][CH:35]=[CH:34][CH:33]=3)[C:23]=2[CH2:38]Br)=[O:21])[CH3:18])[CH2:16][CH2:15][CH2:14][CH2:13][CH2:12]1.[Na+].[Cl-]. (4) Given the product [C:1]([O:4][CH2:5][C:6]([CH3:36])([CH3:35])[CH2:7][N:8]1[C:14]2[CH:15]=[CH:16][C:17]([Cl:19])=[CH:18][C:13]=2[C@@H:12]([C:20]2[CH:25]=[CH:24][CH:23]=[C:22]([O:26][CH3:27])[C:21]=2[O:28][CH3:29])[O:11][C@H:10]([CH2:30][C:31]([NH:42][C:43]2[CH:44]=[CH:45][C:46]3[O:50][C:49]([C:51]([O:53][CH3:54])=[O:52])=[CH:48][C:47]=3[CH:55]=2)=[O:32])[C:9]1=[O:34])(=[O:3])[CH3:2], predict the reactants needed to synthesize it. The reactants are: [C:1]([O:4][CH2:5][C:6]([CH3:36])([CH3:35])[CH2:7][N:8]1[C:14]2[CH:15]=[CH:16][C:17]([Cl:19])=[CH:18][C:13]=2[C@@H:12]([C:20]2[CH:25]=[CH:24][CH:23]=[C:22]([O:26][CH3:27])[C:21]=2[O:28][CH3:29])[O:11][C@H:10]([CH2:30][C:31](O)=[O:32])[C:9]1=[O:34])(=[O:3])[CH3:2].S(Cl)(Cl)=O.Cl.[NH2:42][C:43]1[CH:44]=[CH:45][C:46]2[O:50][C:49]([C:51]([O:53][CH3:54])=[O:52])=[CH:48][C:47]=2[CH:55]=1.C(N(CC)CC)C. (5) The reactants are: Cl.[CH3:2][C@H:3]1[C:11]2[C:10]([N:12]3[C:25]4[C:20](=[C:21]([C@H:26]5[CH2:30][CH2:29][CH2:28][N:27]5C(OC(C)(C)C)=O)[CH:22]=[CH:23][CH:24]=4)[C:14]4([CH2:19][CH2:18][NH:17][CH2:16][CH2:15]4)[CH2:13]3)=[N:9][CH:8]=[N:7][C:6]=2[CH2:5][CH2:4]1. Given the product [CH3:2][C@H:3]1[C:11]2[C:10]([N:12]3[C:25]4[C:20](=[C:21]([C@H:26]5[CH2:30][CH2:29][CH2:28][NH:27]5)[CH:22]=[CH:23][CH:24]=4)[C:14]4([CH2:15][CH2:16][NH:17][CH2:18][CH2:19]4)[CH2:13]3)=[N:9][CH:8]=[N:7][C:6]=2[CH2:5][CH2:4]1, predict the reactants needed to synthesize it. (6) Given the product [C:20]([O:19][C:17](=[O:18])[N:15]([C@H:12]1[CH2:11][CH2:10][C@H:9]([CH2:8][CH2:7][CH2:6][CH2:5][CH2:4][OH:3])[CH2:14][CH2:13]1)[CH3:16])([CH3:21])([CH3:23])[CH3:22], predict the reactants needed to synthesize it. The reactants are: C([O:3][C:4](=O)[CH:5]=[CH:6][CH2:7][CH2:8][C@H:9]1[CH2:14][CH2:13][C@H:12]([N:15]([C:17]([O:19][C:20]([CH3:23])([CH3:22])[CH3:21])=[O:18])[CH3:16])[CH2:11][CH2:10]1)C.[H-].[H-].[H-].[H-].[Li+].[Al+3]. (7) Given the product [I:11][C:10]1[C:3]2[C:4](=[N:5][CH:6]=[CH:7][C:2]=2[N:24]2[CH2:25][CH2:26][N:21]([CH3:20])[CH2:22][CH2:23]2)[N:8]([CH2:12][O:13][CH2:14][CH2:15][Si:16]([CH3:19])([CH3:18])[CH3:17])[CH:9]=1, predict the reactants needed to synthesize it. The reactants are: Cl[C:2]1[CH:7]=[CH:6][N:5]=[C:4]2[N:8]([CH2:12][O:13][CH2:14][CH2:15][Si:16]([CH3:19])([CH3:18])[CH3:17])[CH:9]=[C:10]([I:11])[C:3]=12.[CH3:20][N:21]1[CH2:26][CH2:25][NH:24][CH2:23][CH2:22]1. (8) The reactants are: [CH:1]1[C:10]2[C:5](=[CH:6][CH:7]=[CH:8][CH:9]=2)[CH:4]=[CH:3][C:2]=1[NH2:11].C(N(CC)CC)C.Cl[C:20](=[O:26])[C:21]([O:23][CH2:24][CH3:25])=[O:22]. Given the product [CH2:24]([O:23][C:21]([C:20](=[O:26])[NH:11][C:2]1[CH:3]=[CH:4][C:5]2[C:10](=[CH:9][CH:8]=[CH:7][CH:6]=2)[CH:1]=1)=[O:22])[CH3:25], predict the reactants needed to synthesize it.